From a dataset of Forward reaction prediction with 1.9M reactions from USPTO patents (1976-2016). Predict the product of the given reaction. Given the reactants C[O:2][C:3](=[O:20])[CH2:4][C:5]1[CH:10]=[CH:9][C:8]([C:11]2[N:15]=[C:14]([C:16]([F:19])([F:18])[F:17])[O:13][N:12]=2)=[CH:7][CH:6]=1.Cl, predict the reaction product. The product is: [F:18][C:16]([F:17])([F:19])[C:14]1[O:13][N:12]=[C:11]([C:8]2[CH:7]=[CH:6][C:5]([CH2:4][C:3]([OH:20])=[O:2])=[CH:10][CH:9]=2)[N:15]=1.